Dataset: Full USPTO retrosynthesis dataset with 1.9M reactions from patents (1976-2016). Task: Predict the reactants needed to synthesize the given product. Given the product [Br:1][C:2]1[CH:7]=[CH:6][C:5]([C:8]2[NH:36][C:11]([C@@H:13]3[CH2:17][C:16]([F:19])([F:18])[CH2:15][N:14]3[C:20]([O:22][C:23]([CH3:26])([CH3:25])[CH3:24])=[O:21])=[N:10][CH:9]=2)=[CH:4][CH:3]=1, predict the reactants needed to synthesize it. The reactants are: [Br:1][C:2]1[CH:7]=[CH:6][C:5]([C:8](=O)[CH2:9][NH:10][C:11]([C@@H:13]2[CH2:17][C:16]([F:19])([F:18])[CH2:15][N:14]2[C:20]([O:22][C:23]([CH3:26])([CH3:25])[CH3:24])=[O:21])=O)=[CH:4][CH:3]=1.C(O)(=O)C.C(O)(=O)C.[NH3:36].C1(C)C(C)=CC=CC=1.